Predict which catalyst facilitates the given reaction. From a dataset of Catalyst prediction with 721,799 reactions and 888 catalyst types from USPTO. Reactant: [F:1][C:2]1[C:3]([F:15])=[C:4]([CH2:13]O)[C:5]2[O:9][C:8]([CH3:11])([CH3:10])[CH2:7][C:6]=2[CH:12]=1.O=S(Cl)[Cl:18]. Product: [Cl:18][CH2:13][C:4]1[C:5]2[O:9][C:8]([CH3:11])([CH3:10])[CH2:7][C:6]=2[CH:12]=[C:2]([F:1])[C:3]=1[F:15]. The catalyst class is: 4.